The task is: Predict the reactants needed to synthesize the given product.. This data is from Full USPTO retrosynthesis dataset with 1.9M reactions from patents (1976-2016). (1) The reactants are: I[C:2]1[C:7]2[O:8][CH2:9][O:10][C:6]=2[C:5]([NH:11][C:12](=[O:14])[CH3:13])=[CH:4][CH:3]=1.[K]. Given the product [C:12]([NH:11][C:5]1[C:6]2[O:10][CH2:9][O:8][C:7]=2[C:2]([C:9]([O:8][CH3:7])=[O:10])=[CH:3][CH:4]=1)(=[O:14])[CH3:13], predict the reactants needed to synthesize it. (2) Given the product [CH3:48][C:32]1[O:31][C:30]([C:24]2[CH:25]=[CH:26][CH:27]=[CH:28][CH:29]=2)=[N:34][C:33]=1[CH2:35][CH2:36][O:37][C:19]1[CH:20]=[CH:21][C:16]([CH2:15][C:5]([O:8][C:9]2[CH:14]=[CH:13][CH:12]=[CH:11][CH:10]=2)([CH2:6][CH3:7])[C:4]([OH:23])=[O:3])=[CH:17][CH:18]=1, predict the reactants needed to synthesize it. The reactants are: C([O:3][C:4](=[O:23])[C:5]([CH2:15][C:16]1[CH:21]=[CH:20][C:19](O)=[CH:18][CH:17]=1)([O:8][C:9]1[CH:14]=[CH:13][CH:12]=[CH:11][CH:10]=1)[CH2:6][CH3:7])C.[C:24]1([C:30]2[O:31][C:32]([CH3:48])=[C:33]([CH2:35][CH2:36][O:37]S(C3C=CC(C)=CC=3)(=O)=O)[N:34]=2)[CH:29]=[CH:28][CH:27]=[CH:26][CH:25]=1. (3) Given the product [Cl:15][C:16]1[CH:17]=[CH:18][C:19]([C:23]([O:25][CH:26]([CH3:28])[CH3:27])=[O:24])=[N:20][C:21]=1[C:6]1[CH:11]=[CH:10][CH:9]=[CH:8][CH:7]=1, predict the reactants needed to synthesize it. The reactants are: O.O.[F-].[K+].O.[C:6]1(B(O)O)[CH:11]=[CH:10][CH:9]=[CH:8][CH:7]=1.[Cl:15][C:16]1[CH:17]=[CH:18][C:19]([C:23]([O:25][CH:26]([CH3:28])[CH3:27])=[O:24])=[N:20][C:21]=1Cl. (4) The reactants are: Br[CH2:2][C:3]1[CH:11]=[CH:10][C:6]([C:7]([OH:9])=[O:8])=[CH:5][C:4]=1[N+:12]([O-:14])=[O:13].C(=O)([O-])[O-:16].[Na+].[Na+].CC(C)=O. Given the product [OH:16][CH2:2][C:3]1[CH:11]=[CH:10][C:6]([C:7]([OH:9])=[O:8])=[CH:5][C:4]=1[N+:12]([O-:14])=[O:13], predict the reactants needed to synthesize it. (5) Given the product [CH:55]1([C:53]([NH:52][C:49]2[CH:50]=[CH:51][C:46]([C:2]3[N:3]=[C:4]4[C:10]5[CH:11]=[CH:12][CH:13]=[CH:14][C:9]=5[NH:8][C:7]5[N:15]=[CH:16][CH:17]=[CH:18][C:6]=5[N:5]4[C:19]=3[C:20]3[CH:25]=[CH:24][C:23]([C:26]4([NH:30][C:31](=[O:37])[O:32][C:33]([CH3:35])([CH3:36])[CH3:34])[CH2:29][CH2:28][CH2:27]4)=[CH:22][CH:21]=3)=[CH:47][CH:48]=2)=[O:54])[CH2:56][CH2:57]1, predict the reactants needed to synthesize it. The reactants are: Br[C:2]1[N:3]=[C:4]2[C:10]3[CH:11]=[CH:12][CH:13]=[CH:14][C:9]=3[NH:8][C:7]3[N:15]=[CH:16][CH:17]=[CH:18][C:6]=3[N:5]2[C:19]=1[C:20]1[CH:25]=[CH:24][C:23]([C:26]2([NH:30][C:31](=[O:37])[O:32][C:33]([CH3:36])([CH3:35])[CH3:34])[CH2:29][CH2:28][CH2:27]2)=[CH:22][CH:21]=1.CC1(C)C(C)(C)OB([C:46]2[CH:51]=[CH:50][C:49]([NH:52][C:53]([CH:55]3[CH2:57][CH2:56]3)=[O:54])=[CH:48][CH:47]=2)O1.C([O-])([O-])=O.[Na+].[Na+].